Dataset: Full USPTO retrosynthesis dataset with 1.9M reactions from patents (1976-2016). Task: Predict the reactants needed to synthesize the given product. (1) Given the product [CH2:1]([O:5][C:6]1[CH:7]=[C:8]([CH:12]([C:21]([O:23][C:24]([CH3:27])([CH3:26])[CH3:25])=[O:22])[CH2:13][NH:14][CH2:15][C:16]([N:18]([CH3:20])[CH3:19])=[S:37])[CH:9]=[CH:10][CH:11]=1)[CH2:2][CH2:3][CH3:4], predict the reactants needed to synthesize it. The reactants are: [CH2:1]([O:5][C:6]1[CH:7]=[C:8]([CH:12]([C:21]([O:23][C:24]([CH3:27])([CH3:26])[CH3:25])=[O:22])[CH2:13][NH:14][CH2:15][C:16]([N:18]([CH3:20])[CH3:19])=O)[CH:9]=[CH:10][CH:11]=1)[CH2:2][CH2:3][CH3:4].COC1C=CC(P2(SP(C3C=CC(OC)=CC=3)(=S)S2)=[S:37])=CC=1. (2) Given the product [CH2:12]([N:9]1[CH2:8][CH2:7][C:6]([S:14]([C:17]2[CH:18]=[CH:19][C:20]([O:23][CH2:24][CH2:25][CH2:26][CH3:27])=[CH:21][CH:22]=2)(=[O:16])=[O:15])([C:4]([OH:5])=[O:3])[CH2:11][CH2:10]1)[CH3:13], predict the reactants needed to synthesize it. The reactants are: C([O:3][C:4]([C:6]1([S:14]([C:17]2[CH:22]=[CH:21][C:20]([O:23][CH2:24][CH2:25][CH2:26][CH3:27])=[CH:19][CH:18]=2)(=[O:16])=[O:15])[CH2:11][CH2:10][N:9]([CH2:12][CH3:13])[CH2:8][CH2:7]1)=[O:5])C. (3) Given the product [CH2:1]([N:8]1[CH2:17][CH2:16][C:15]2[C:14]([NH:27][C:24]3[CH:25]=[N:26][C:21]([C:20]([F:29])([F:19])[F:28])=[CH:22][CH:23]=3)=[N:13][CH:12]=[N:11][C:10]=2[CH2:9]1)[C:2]1[CH:7]=[CH:6][CH:5]=[CH:4][CH:3]=1, predict the reactants needed to synthesize it. The reactants are: [CH2:1]([N:8]1[CH2:17][CH2:16][C:15]2[C:14](Cl)=[N:13][CH:12]=[N:11][C:10]=2[CH2:9]1)[C:2]1[CH:7]=[CH:6][CH:5]=[CH:4][CH:3]=1.[F:19][C:20]([F:29])([F:28])[C:21]1[N:26]=[CH:25][C:24]([NH2:27])=[CH:23][CH:22]=1. (4) Given the product [Cl:1][C:2]1[CH:3]=[CH:4][C:5]([O:6][C:7]2[CH:8]=[CH:9][C:10]([N:13]3[C@@H:17]([C:18]4[CH:23]=[CH:22][CH:21]=[C:20]([C:24]([F:26])([F:25])[F:27])[CH:19]=4)[CH2:16][N:15]([C:34]#[N:35])[C:14]3=[N:28][C:29]#[N:30])=[CH:11][CH:12]=2)=[CH:31][CH:32]=1, predict the reactants needed to synthesize it. The reactants are: [Cl:1][C:2]1[CH:32]=[CH:31][C:5]([O:6][C:7]2[CH:12]=[CH:11][C:10]([N:13]3[C@@H:17]([C:18]4[CH:23]=[CH:22][CH:21]=[C:20]([C:24]([F:27])([F:26])[F:25])[CH:19]=4)[CH2:16][NH:15][C:14]3=[N:28][C:29]#[N:30])=[CH:9][CH:8]=2)=[CH:4][CH:3]=1.Br[C:34]#[N:35].C([O-])([O-])=O.[K+].[K+]. (5) Given the product [CH3:1][O:2][C:3]1[C:4](=[O:5])[C:6]([NH:11][C:12]2[C:21]3[C:16](=[CH:17][C:18]([O:24][CH2:25][CH2:26][O:27][CH3:28])=[C:19]([O:22][CH3:23])[CH:20]=3)[N:15]=[CH:14][N:13]=2)=[C:7]([S:30][CH3:29])[C:8]([CH:9]=1)=[O:10], predict the reactants needed to synthesize it. The reactants are: [CH3:1][O:2][C:3]1[C:4]([C:6]([NH:11][C:12]2[C:21]3[C:16](=[CH:17][C:18]([O:24][CH2:25][CH2:26][O:27][CH3:28])=[C:19]([O:22][CH3:23])[CH:20]=3)[N:15]=[CH:14][N:13]=2)=[CH:7][C:8](=[O:10])[CH:9]=1)=[O:5].[CH3:29][SH:30].